This data is from Full USPTO retrosynthesis dataset with 1.9M reactions from patents (1976-2016). The task is: Predict the reactants needed to synthesize the given product. The reactants are: [N:1]1([NH:10][C:11](=[O:19])OC2C=CC=CC=2)[C:9]2[C:4](=[CH:5][CH:6]=[CH:7][CH:8]=2)[CH:3]=[CH:2]1.[NH2:20][N:21]1[CH:26]=[CH:25][CH:24]=[CH:23][NH:22]1.NC(N)=O. Given the product [N:1]1([NH:10][C:11]([NH:20][N:21]2[CH:26]=[CH:25][CH:24]=[CH:23][NH:22]2)=[O:19])[C:9]2[C:4](=[CH:5][CH:6]=[CH:7][CH:8]=2)[CH:3]=[CH:2]1, predict the reactants needed to synthesize it.